This data is from Peptide-MHC class I binding affinity with 185,985 pairs from IEDB/IMGT. The task is: Regression. Given a peptide amino acid sequence and an MHC pseudo amino acid sequence, predict their binding affinity value. This is MHC class I binding data. (1) The peptide sequence is ELRRAAIDR. The MHC is HLA-A02:02 with pseudo-sequence HLA-A02:02. The binding affinity (normalized) is 0.0154. (2) The peptide sequence is RQAGVQYSR. The MHC is HLA-B35:01 with pseudo-sequence HLA-B35:01. The binding affinity (normalized) is 0. (3) The peptide sequence is NVIEDITFL. The MHC is HLA-A02:03 with pseudo-sequence HLA-A02:03. The binding affinity (normalized) is 0.473. (4) The peptide sequence is SLPQEHIIQK. The MHC is Patr-A0301 with pseudo-sequence Patr-A0301. The binding affinity (normalized) is 0.520. (5) The peptide sequence is ILSKIPYLR. The MHC is HLA-A33:01 with pseudo-sequence HLA-A33:01. The binding affinity (normalized) is 0.577. (6) The peptide sequence is KTIYAVDSF. The MHC is HLA-A32:01 with pseudo-sequence HLA-A32:01. The binding affinity (normalized) is 0.823. (7) The peptide sequence is FFNVEIPEF. The MHC is HLA-B08:01 with pseudo-sequence HLA-B08:01. The binding affinity (normalized) is 0.213. (8) The peptide sequence is FIIFLFILL. The MHC is HLA-A11:01 with pseudo-sequence HLA-A11:01. The binding affinity (normalized) is 0.159.